Dataset: Forward reaction prediction with 1.9M reactions from USPTO patents (1976-2016). Task: Predict the product of the given reaction. (1) Given the reactants Br[C:2]1[CH:15]=[N:14][C:5]2[NH:6][C:7](=[O:13])[C:8]([CH3:12])([CH3:11])[NH:9][CH2:10][C:4]=2[CH:3]=1.[CH3:16][N:17]([CH2:22][C:23]1[N:24]([CH3:32])[C:25]2[C:30]([CH:31]=1)=[CH:29][CH:28]=[CH:27][CH:26]=2)[C:18](=[O:21])[CH:19]=[CH2:20].C(N(C(C)C)C(C)C)C.CC1C=CC=CC=1P(C1C=CC=CC=1C)C1C=CC=CC=1C, predict the reaction product. The product is: [CH3:11][C:8]1([CH3:12])[C:7](=[O:13])[NH:6][C:5]2[N:14]=[CH:15][C:2](/[CH:20]=[CH:19]/[C:18]([N:17]([CH3:16])[CH2:22][C:23]3[N:24]([CH3:32])[C:25]4[C:30]([CH:31]=3)=[CH:29][CH:28]=[CH:27][CH:26]=4)=[O:21])=[CH:3][C:4]=2[CH2:10][NH:9]1. (2) Given the reactants [Br:1][C:2]1[C:3]([Cl:12])=[CH:4][C:5]2[C:6]([CH:11]=1)=[N+:7]([O-])[O:8][N:9]=2.P(OCC)(OCC)OCC, predict the reaction product. The product is: [Br:1][C:2]1[C:3]([Cl:12])=[CH:4][C:5]2=[N:9][O:8][N:7]=[C:6]2[CH:11]=1. (3) Given the reactants [C:1]([C:3]1[CH:4]=[C:5]([CH2:10][CH2:11][NH:12][CH2:13][CH2:14][NH:15][C:16](=[O:22])[O:17][C:18]([CH3:21])([CH3:20])[CH3:19])[CH:6]=[CH:7][C:8]=1[F:9])#[N:2].[Cl:23][CH2:24][C:25](Cl)=[O:26], predict the reaction product. The product is: [Cl:23][CH2:24][C:25]([N:12]([CH2:11][CH2:10][C:5]1[CH:6]=[CH:7][C:8]([F:9])=[C:3]([C:1]#[N:2])[CH:4]=1)[CH2:13][CH2:14][NH:15][C:16](=[O:22])[O:17][C:18]([CH3:19])([CH3:21])[CH3:20])=[O:26]. (4) Given the reactants [NH2:1][CH:2]([CH2:5][O:6][C:7]1[CH:12]=[C:11]([Cl:13])[C:10]([C:14]2[S:15][C:16]([C:19]3[N:20]=[C:21]4[C:26]([Cl:27])=[CH:25][C:24]([C:28]([F:31])([F:30])[F:29])=[CH:23]N4[CH:32]=3)=[N:17][N:18]=2)=[CH:9][C:8]=1[F:33])[CH2:3][OH:4].[CH3:34]CN(CC)CC.[CH3:41][C:42]([O:45][C:46](O[C:46]([O:45][C:42]([CH3:44])([CH3:43])[CH3:41])=[O:47])=[O:47])([CH3:44])[CH3:43], predict the reaction product. The product is: [Cl:13][C:11]1[C:10]([C:14]2[S:15][C:16]([C:19]3[N:20]=[C:21]4[CH:34]([CH:32]=3)[CH:23]=[C:24]([C:28]([F:30])([F:31])[F:29])[CH:25]=[C:26]4[Cl:27])=[N:17][N:18]=2)=[CH:9][C:8]([F:33])=[C:7]([CH:12]=1)[O:6][CH2:5][CH:2]([NH:1][C:46](=[O:47])[O:45][C:42]([CH3:44])([CH3:43])[CH3:41])[CH2:3][OH:4]. (5) The product is: [C:11]([O:10][C@H:9]1[C@H:5]([O:4][C:1](=[O:3])[CH3:2])[C@H:6]([N:16]2[CH:24]=[N:23][C:22]3[C:17]2=[N:18][CH:19]=[N:20][C:21]=3[NH:25][C@@H:26]2[C:34]3[C:29](=[CH:30][CH:31]=[CH:32][CH:33]=3)[CH2:28][CH2:27]2)[O:7][C@@H:8]1[CH2:14][O:15][S:43]([NH2:46])(=[O:45])=[O:44])(=[O:13])[CH3:12]. Given the reactants [C:1]([O:4][C@H:5]1[C@H:9]([O:10][C:11](=[O:13])[CH3:12])[C@@H:8]([CH2:14][OH:15])[O:7][C@H:6]1[N:16]1[CH:24]=[N:23][C:22]2[C:17]1=[N:18][CH:19]=[N:20][C:21]=2[NH:25][C@@H:26]1[C:34]2[C:29](=[CH:30][CH:31]=[CH:32][CH:33]=2)[CH2:28][CH2:27]1)(=[O:3])[CH3:2].C(N(CC)CC)C.Cl[S:43]([NH2:46])(=[O:45])=[O:44], predict the reaction product.